From a dataset of Reaction yield outcomes from USPTO patents with 853,638 reactions. Predict the reaction yield, written as a fraction of the theoretical maximum amount of product (1.0 means a 100% yield; for example, 0.34 means a 34% yield). (1) The reactants are [CH:1]1([C:4]2([OH:14])[CH2:13][CH2:12][C:7]3(OCC[O:8]3)[CH2:6][CH2:5]2)[CH2:3][CH2:2]1.O.Cl. The catalyst is CC(C)=O.C(OCC)(=O)C. The product is [CH:1]1([C:4]2([OH:14])[CH2:13][CH2:12][C:7](=[O:8])[CH2:6][CH2:5]2)[CH2:3][CH2:2]1. The yield is 0.270. (2) The reactants are Cl.O1CCOCC1.[C:8]([NH:11][CH2:12][CH2:13][CH:14]([NH:22][C:23]([C:25]1([NH:40]C(=O)OC(C)(C)C)[CH2:30][CH2:29][N:28]([C:31]2[C:32]3[CH:39]=[CH:38][NH:37][C:33]=3[N:34]=[CH:35][N:36]=2)[CH2:27][CH2:26]1)=[O:24])[C:15]1[CH:20]=[CH:19][C:18]([Cl:21])=[CH:17][CH:16]=1)(=[O:10])[CH3:9]. The catalyst is C(Cl)Cl. The product is [C:8]([NH:11][CH2:12][CH2:13][CH:14]([NH:22][C:23]([C:25]1([NH2:40])[CH2:30][CH2:29][N:28]([C:31]2[C:32]3[CH:39]=[CH:38][NH:37][C:33]=3[N:34]=[CH:35][N:36]=2)[CH2:27][CH2:26]1)=[O:24])[C:15]1[CH:16]=[CH:17][C:18]([Cl:21])=[CH:19][CH:20]=1)(=[O:10])[CH3:9]. The yield is 0.185. (3) The reactants are [NH:1]1[CH2:6][CH2:5][CH:4]([CH2:7][OH:8])[CH2:3][CH2:2]1.Cl[C:10]([O:12][CH2:13][CH3:14])=[O:11].C(N(CC)CC)C. The catalyst is ClCCl. The product is [OH:8][CH2:7][CH:4]1[CH2:5][CH2:6][N:1]([C:10]([O:12][CH2:13][CH3:14])=[O:11])[CH2:2][CH2:3]1. The yield is 0.960. (4) The reactants are [CH2:1]([O:3][C:4]([C:6]1[C:15](=[O:16])[C:14]2[C:9](=[CH:10][C:11]([Cl:18])=[C:12](Cl)[N:13]=2)[N:8]([C@H:19]([C:23]([CH3:31])([CH3:30])[O:24][SiH2:25][C:26]([CH3:29])([CH3:28])[CH3:27])[CH:20]([CH3:22])[CH3:21])[CH:7]=1)=[O:5])[CH3:2].[Br-].[F:33][C:34]1[C:41]([Cl:42])=[CH:40][CH:39]=[CH:38][C:35]=1[CH2:36][Zn+].Cl. The catalyst is O1CCCC1.Cl[Pd](Cl)([P](C1C=CC=CC=1)(C1C=CC=CC=1)C1C=CC=CC=1)[P](C1C=CC=CC=1)(C1C=CC=CC=1)C1C=CC=CC=1. The product is [CH2:1]([O:3][C:4]([C:6]1[C:15](=[O:16])[C:14]2[C:9](=[CH:10][C:11]([Cl:18])=[C:12]([CH2:36][C:35]3[CH:38]=[CH:39][CH:40]=[C:41]([Cl:42])[C:34]=3[F:33])[N:13]=2)[N:8]([C@H:19]([C:23]([CH3:31])([CH3:30])[O:24][SiH2:25][C:26]([CH3:28])([CH3:27])[CH3:29])[CH:20]([CH3:21])[CH3:22])[CH:7]=1)=[O:5])[CH3:2]. The yield is 0.730. (5) The reactants are [C:1]([O:5][C:6]([N:8]1[CH2:13][CH2:12][CH2:11][CH:10]([C:14](=O)[NH:15][C:16]2[CH:21]=[CH:20][CH:19]=[CH:18][C:17]=2[F:22])[CH2:9]1)=[O:7])([CH3:4])([CH3:3])[CH3:2].B.C1COCC1. The catalyst is C1COCC1. The product is [C:1]([O:5][C:6]([N:8]1[CH2:13][CH2:12][CH2:11][CH:10]([CH2:14][NH:15][C:16]2[CH:21]=[CH:20][CH:19]=[CH:18][C:17]=2[F:22])[CH2:9]1)=[O:7])([CH3:4])([CH3:2])[CH3:3]. The yield is 0.900. (6) The reactants are [NH2:1][C:2]1[CH:7]=[CH:6][C:5]([C:8]2[N:9]([CH:20]3[CH2:23][CH2:22][CH2:21]3)[C:10]3[C:15]([C:16]=2[C:17]#[N:18])=[CH:14][CH:13]=[C:12]([OH:19])[CH:11]=3)=[CH:4][CH:3]=1.Cl[C:25]([O:27][C:28]1[CH:33]=[CH:32][C:31]([N+]([O-])=O)=C[CH:29]=1)=[O:26].C1(C(C)O)CC1. The catalyst is N1C=CC=CC=1.Cl. The product is [CH:33]1([CH:28]([O:27][C:25](=[O:26])[NH:1][C:2]2[CH:7]=[CH:6][C:5]([C:8]3[N:9]([CH:20]4[CH2:21][CH2:22][CH2:23]4)[C:10]4[C:15]([C:16]=3[C:17]#[N:18])=[CH:14][CH:13]=[C:12]([OH:19])[CH:11]=4)=[CH:4][CH:3]=2)[CH3:29])[CH2:32][CH2:31]1. The yield is 0.800.